Predict the reactants needed to synthesize the given product. From a dataset of Full USPTO retrosynthesis dataset with 1.9M reactions from patents (1976-2016). (1) Given the product [CH3:1][O:2][C:3](=[O:29])[CH2:4][N:5]([S:35]([N:33]([CH:30]([CH3:32])[CH3:31])[CH3:34])(=[O:37])=[O:36])[CH2:6][C:7]1[CH:8]=[CH:9][C:10]([O:13][CH2:14][CH2:15][C:16]2[N:17]=[C:18]([C:22]3[CH:27]=[CH:26][C:25]([CH3:28])=[CH:24][CH:23]=3)[O:19][C:20]=2[CH3:21])=[CH:11][CH:12]=1, predict the reactants needed to synthesize it. The reactants are: [CH3:1][O:2][C:3](=[O:29])[CH2:4][NH:5][CH2:6][C:7]1[CH:12]=[CH:11][C:10]([O:13][CH2:14][CH2:15][C:16]2[N:17]=[C:18]([C:22]3[CH:27]=[CH:26][C:25]([CH3:28])=[CH:24][CH:23]=3)[O:19][C:20]=2[CH3:21])=[CH:9][CH:8]=1.[CH:30]([N:33]([S:35](Cl)(=[O:37])=[O:36])[CH3:34])([CH3:32])[CH3:31].C(N(CC)CC)C. (2) Given the product [C:20]1([C:15]2[C:14]([C:9]3[C:8]([C:5]4[CH:6]=[CH:7][CH:2]=[CH:3][CH:4]=4)=[CH:13][CH:12]=[CH:11][CH:10]=3)=[CH:19][CH:18]=[CH:17][CH:16]=2)[CH:21]=[CH:22][CH:23]=[CH:24][CH:25]=1.[SiH4:37], predict the reactants needed to synthesize it. The reactants are: I[C:2]1[CH:7]=[CH:6][C:5]([C:8]2[C:9]([C:14]3[C:15]([C:20]4[CH:25]=[CH:24][C:23](I)=[CH:22][CH:21]=4)=[CH:16][CH:17]=[CH:18][CH:19]=3)=[CH:10][CH:11]=[CH:12][CH:13]=2)=[CH:4][CH:3]=1.C(N(CC)CC)C.C(O[SiH:37](OCC)OCC)C. (3) Given the product [OH:35][B:30]1[C:29]2[CH:36]=[C:25]([NH:24][C:10](=[O:11])[C@H:9]([NH:8][C:6](=[O:7])[O:5][C:1]([CH3:3])([CH3:2])[CH3:4])[CH2:13][C:14]3[CH:19]=[CH:18][C:17]([C:20]([F:22])([F:21])[F:23])=[CH:16][CH:15]=3)[CH:26]=[CH:27][C:28]=2[C:32]([CH3:34])([CH3:33])[O:31]1, predict the reactants needed to synthesize it. The reactants are: [C:1]([O:5][C:6]([NH:8][C@H:9]([CH2:13][C:14]1[CH:19]=[CH:18][C:17]([C:20]([F:23])([F:22])[F:21])=[CH:16][CH:15]=1)[C:10](O)=[O:11])=[O:7])([CH3:4])([CH3:3])[CH3:2].[NH2:24][C:25]1[CH:26]=[CH:27][C:28]2[C:32]([CH3:34])([CH3:33])[O:31][B:30]([OH:35])[C:29]=2[CH:36]=1.CCN(C(C)C)C(C)C.CN(C(ON1N=NC2C=CC=NC1=2)=[N+](C)C)C.F[P-](F)(F)(F)(F)F. (4) Given the product [Br:1][C:2]1[S:3][C:4]([Br:30])=[C:5]([CH2:22][C:23]2[CH:28]=[CH:27][CH:26]=[C:25]([Cl:29])[CH:24]=2)[C:6]=1[C:7]([NH:9][C@H:10]([C:12]1[CH:13]=[CH:14][C:15]([C:16]([OH:18])=[O:17])=[CH:20][CH:21]=1)[CH3:11])=[O:8], predict the reactants needed to synthesize it. The reactants are: [Br:1][C:2]1[S:3][C:4]([Br:30])=[C:5]([CH2:22][C:23]2[CH:28]=[CH:27][CH:26]=[C:25]([Cl:29])[CH:24]=2)[C:6]=1[C:7]([NH:9][C@H:10]([C:12]1[CH:21]=[CH:20][C:15]([C:16]([O:18]C)=[O:17])=[CH:14][CH:13]=1)[CH3:11])=[O:8].